This data is from Full USPTO retrosynthesis dataset with 1.9M reactions from patents (1976-2016). The task is: Predict the reactants needed to synthesize the given product. (1) Given the product [ClH:15].[NH2:6][C@@H:4]([CH3:5])[C:3]([CH3:14])([CH3:13])[C:1]#[N:2], predict the reactants needed to synthesize it. The reactants are: [C:1]([C:3]([CH3:14])([CH3:13])[CH:4]([NH:6][S@@](C(C)(C)C)=O)[CH3:5])#[N:2].[ClH:15]. (2) Given the product [NH2:11][S:8]([C:5]1[CH:6]=[CH:7][C:2]([NH:1][C:12](=[O:15])[CH:13]=[CH2:14])=[CH:3][CH:4]=1)(=[O:9])=[O:10], predict the reactants needed to synthesize it. The reactants are: [NH2:1][C:2]1[CH:7]=[CH:6][C:5]([S:8]([NH2:11])(=[O:10])=[O:9])=[CH:4][CH:3]=1.[C:12](Cl)(=[O:15])[CH:13]=[CH2:14].O. (3) Given the product [CH3:1][C:2]1[C:10]([N:11]2[CH2:16][CH2:15][O:14][CH2:13][CH2:12]2)=[CH:9][CH:8]=[CH:7][C:3]=1[CH2:4][OH:5], predict the reactants needed to synthesize it. The reactants are: [CH3:1][C:2]1[C:10]([N:11]2[CH2:16][CH2:15][O:14][CH2:13][CH2:12]2)=[CH:9][CH:8]=[CH:7][C:3]=1[C:4](O)=[O:5]. (4) Given the product [C:12]([CH2:11][C:9]1[CH:10]=[C:6]([C:4]([OH:5])=[O:3])[S:7][C:8]=1[CH3:14])#[N:13], predict the reactants needed to synthesize it. The reactants are: C([O:3][C:4]([C:6]1[S:7][C:8]([CH3:14])=[C:9]([CH2:11][C:12]#[N:13])[CH:10]=1)=[O:5])C.C(=O)(O)[O-].[Na+].